Task: Predict the reactants needed to synthesize the given product.. Dataset: Full USPTO retrosynthesis dataset with 1.9M reactions from patents (1976-2016) (1) Given the product [OH:28][CH2:27][C@H:24]1[CH2:25][CH2:26][N:22]([C:3]2[C:2]([C:33]3[CH:34]=[N:35][C:30]([CH3:29])=[CH:31][CH:32]=3)=[CH:21][C:6]([C:7]([NH:9][C:10]3[CH:15]=[CH:14][C:13]([O:16][C:17]([F:20])([F:19])[F:18])=[CH:12][CH:11]=3)=[O:8])=[CH:5][N:4]=2)[CH2:23]1, predict the reactants needed to synthesize it. The reactants are: Br[C:2]1[C:3]([N:22]2[CH2:26][CH2:25][C@H:24]([CH2:27][OH:28])[CH2:23]2)=[N:4][CH:5]=[C:6]([CH:21]=1)[C:7]([NH:9][C:10]1[CH:15]=[CH:14][C:13]([O:16][C:17]([F:20])([F:19])[F:18])=[CH:12][CH:11]=1)=[O:8].[CH3:29][C:30]1[N:35]=[CH:34][C:33](B(O)O)=[CH:32][CH:31]=1. (2) Given the product [Cl:37][C:36]1[CH:35]=[CH:34][CH:33]=[C:32]([Cl:38])[C:31]=1[CH2:30][C:6]1[C:5]2[N:39]=[CH:40][NH:41][C:4]=2[C:3]([C:1]([NH2:2])=[O:51])=[C:8]([NH:9][C:10]2[CH:15]=[CH:14][C:13]([N:16]3[CH2:17][CH2:18][NH:19][CH2:20][CH2:21]3)=[C:12]([CH3:29])[CH:11]=2)[N:7]=1, predict the reactants needed to synthesize it. The reactants are: [C:1]([C:3]1[C:4]2[N:41](COCC[Si](C)(C)C)[CH:40]=[N:39][C:5]=2[C:6]([CH2:30][C:31]2[C:36]([Cl:37])=[CH:35][CH:34]=[CH:33][C:32]=2[Cl:38])=[N:7][C:8]=1[NH:9][C:10]1[CH:15]=[CH:14][C:13]([N:16]2[CH2:21][CH2:20][N:19](C(OC(C)(C)C)=O)[CH2:18][CH2:17]2)=[C:12]([CH3:29])[CH:11]=1)#[N:2].C(=O)(O)[O-:51].[Na+]. (3) The reactants are: [Br:1][C:2]1[S:3][C:4]([Br:10])=[CH:5][C:6]=1[C:7]([OH:9])=[O:8].S(Cl)(Cl)=O.[CH2:15](O)[CH3:16]. Given the product [Br:1][C:2]1[S:3][C:4]([Br:10])=[CH:5][C:6]=1[C:7]([O:9][CH2:15][CH3:16])=[O:8], predict the reactants needed to synthesize it. (4) Given the product [CH:36]([NH:39][C:25]([C:24]1[C:23]2[CH:22]=[CH:21][CH:20]=[N:19][C:18]=2[CH:17]=[CH:16][C:15]=1[NH:14][C:13]([C:12]1[N:8]([C:3]2[C:2]([Cl:1])=[CH:7][CH:6]=[CH:5][N:4]=2)[N:9]=[C:10]([C:28]([F:31])([F:29])[F:30])[CH:11]=1)=[O:26])=[O:27])([CH3:38])[CH3:37], predict the reactants needed to synthesize it. The reactants are: [Cl:1][C:2]1[C:3]([N:8]2[C:12]([C:13]3[O:26][C:25](=[O:27])[C:24]4[C:23]5[C:18](=[N:19][CH:20]=[CH:21][CH:22]=5)[CH:17]=[CH:16][C:15]=4[N:14]=3)=[CH:11][C:10]([C:28]([F:31])([F:30])[F:29])=[N:9]2)=[N:4][CH:5]=[CH:6][CH:7]=1.C(#N)C.O.[CH:36]([NH2:39])([CH3:38])[CH3:37]. (5) Given the product [CH3:8][C:7]1[C:2]([CH:14]2[C:13](=[O:22])[CH:12]3[CH:16]([CH:17]4[O:20][CH:11]3[CH2:19][CH2:18]4)[C:15]2=[O:21])=[N:3][C:4]([S:9][CH3:10])=[N:5][CH:6]=1, predict the reactants needed to synthesize it. The reactants are: Cl[C:2]1[C:7]([CH3:8])=[CH:6][N:5]=[C:4]([S:9][CH3:10])[N:3]=1.[CH:11]12[O:20][CH:17]([CH2:18][CH2:19]1)[CH:16]1[CH:12]2[C:13](=[O:22])[CH2:14][C:15]1=[O:21].CC(C1C=C(C(C)C)C(C2C=CC=CC=2P(C2CCCCC2)C2CCCCC2)=C(C(C)C)C=1)C.P([O-])([O-])([O-])=O.[K+].[K+].[K+]. (6) Given the product [NH2:1][C:2]1[N:3]=[C:4]([C:19]2[CH:24]=[CH:23][CH:22]=[CH:21][CH:20]=2)[C:5]([C:9]2[CH:10]=[CH:11][C:12](=[O:18])[N:13]([CH:15]([CH3:17])[CH3:16])[N:14]=2)=[N:6][C:7]=1[NH:29][CH2:28][CH2:27][N:26]([CH3:30])[CH3:25], predict the reactants needed to synthesize it. The reactants are: [NH2:1][C:2]1[N:3]=[C:4]([C:19]2[CH:24]=[CH:23][CH:22]=[CH:21][CH:20]=2)[C:5]([C:9]2[CH:10]=[CH:11][C:12](=[O:18])[N:13]([CH:15]([CH3:17])[CH3:16])[N:14]=2)=[N:6][C:7]=1Br.[CH3:25][N:26]([CH3:30])[CH2:27][CH2:28][NH2:29]. (7) Given the product [Cl:18][C:10]1[C:11]([C:12]2[NH:14][C:15](=[O:16])[N:30]([C:25]3[CH:26]=[CH:27][C:28]([F:29])=[C:23]([Cl:22])[CH:24]=3)[N:31]=2)=[CH:17][C:7]([CH2:6][NH:5][C:3](=[O:4])[C:2]([F:21])([F:20])[F:1])=[C:8]([F:19])[CH:9]=1, predict the reactants needed to synthesize it. The reactants are: [F:1][C:2]([F:21])([F:20])[C:3]([NH:5][CH2:6][C:7]1[C:8]([F:19])=[CH:9][C:10]([Cl:18])=[C:11]([CH:17]=1)[C:12]([N:14]=[C:15]=[O:16])=O)=[O:4].[Cl:22][C:23]1[CH:24]=[C:25]([NH:30][NH:31]C(OC(C)(C)C)=O)[CH:26]=[CH:27][C:28]=1[F:29].FC(F)(F)C(O)=O.